This data is from Full USPTO retrosynthesis dataset with 1.9M reactions from patents (1976-2016). The task is: Predict the reactants needed to synthesize the given product. (1) Given the product [CH3:33][N:32]([CH3:34])[C:31]1[CH:35]=[CH:36][C:28]([NH:1][C:2]2[CH:14]=[C:13]([C:15]3[CH:16]=[CH:17][CH:18]=[CH:19][CH:20]=3)[CH:12]=[CH:11][C:3]=2[C:4]([O:6][C:7]([CH3:10])([CH3:9])[CH3:8])=[O:5])=[CH:29][CH:30]=1, predict the reactants needed to synthesize it. The reactants are: [NH2:1][C:2]1[CH:14]=[C:13]([C:15]2[CH:20]=[CH:19][CH:18]=[CH:17][CH:16]=2)[CH:12]=[CH:11][C:3]=1[C:4]([O:6][C:7]([CH3:10])([CH3:9])[CH3:8])=[O:5].C(=O)([O-])[O-].[Cs+].[Cs+].Br[C:28]1[CH:36]=[CH:35][C:31]([N:32]([CH3:34])[CH3:33])=[CH:30][CH:29]=1.C1(P(C2CCCCC2)C2C=CC=CC=2C2C(C(C)C)=CC(C(C)C)=CC=2C(C)C)CCCCC1.C(O)(=O)CC(CC(O)=O)(C(O)=O)O. (2) Given the product [CH:30]1([C:28]([NH:27][C@@H:26]2[C@H:22]3[O:21][CH2:20][C@H:19]([NH:18][C:11](=[O:13])[C:10]4[CH:14]=[CH:15][CH:16]=[C:8]([O:7][C:4]5[CH:3]=[CH:2][C:1]([CH3:17])=[CH:6][CH:5]=5)[CH:9]=4)[C@H:23]3[O:24][CH2:25]2)=[O:29])[CH2:31][CH2:32]1, predict the reactants needed to synthesize it. The reactants are: [C:1]1([CH3:17])[CH:6]=[CH:5][C:4]([O:7][C:8]2[CH:9]=[C:10]([CH:14]=[CH:15][CH:16]=2)[C:11]([OH:13])=O)=[CH:3][CH:2]=1.[NH2:18][C@@H:19]1[C@H:23]2[O:24][CH2:25][C@H:26]([NH:27][C:28]([CH:30]3[CH2:32][CH2:31]3)=[O:29])[C@H:22]2[O:21][CH2:20]1. (3) Given the product [CH3:32][N:33]([CH3:35])/[CH:34]=[CH:1]/[C:2]1[C:7]([C:8]#[N:9])=[C:6]([NH:10][C:11]2[CH:12]=[N:13][N:14]([S:16]([C:19]3[CH:20]=[CH:21][CH:22]=[CH:23][CH:24]=3)(=[O:18])=[O:17])[CH:15]=2)[N:5]=[C:4]([S:25][CH3:26])[N:3]=1, predict the reactants needed to synthesize it. The reactants are: [CH3:1][C:2]1[C:7]([C:8]#[N:9])=[C:6]([NH:10][C:11]2[CH:12]=[N:13][N:14]([S:16]([C:19]3[CH:24]=[CH:23][CH:22]=[CH:21][CH:20]=3)(=[O:18])=[O:17])[CH:15]=2)[N:5]=[C:4]([S:25][CH3:26])[N:3]=1.C(O[CH:32](N(C)C)[N:33]([CH3:35])[CH3:34])(C)(C)C.